This data is from Full USPTO retrosynthesis dataset with 1.9M reactions from patents (1976-2016). The task is: Predict the reactants needed to synthesize the given product. Given the product [Cl:17][C:18]1[CH:19]=[C:20]2[C:24](=[CH:25][CH:26]=1)[NH:23][C:22](=[O:27])[C:21]2=[CH:28][NH:14][C:11]1[CH:10]=[CH:9][C:8]([O:7][CH2:6][CH2:5][CH2:4][N:3]([CH2:1][CH3:2])[CH2:15][CH3:16])=[CH:13][CH:12]=1, predict the reactants needed to synthesize it. The reactants are: [CH2:1]([N:3]([CH2:15][CH3:16])[CH2:4][CH2:5][CH2:6][O:7][C:8]1[CH:13]=[CH:12][C:11]([NH2:14])=[CH:10][CH:9]=1)[CH3:2].[Cl:17][C:18]1[CH:19]=[C:20]2[C:24](=[CH:25][CH:26]=1)[NH:23][C:22](=[O:27])[C:21]2=[CH:28]O.